Dataset: Reaction yield outcomes from USPTO patents with 853,638 reactions. Task: Predict the reaction yield, written as a fraction of the theoretical maximum amount of product (1.0 means a 100% yield; for example, 0.34 means a 34% yield). (1) The reactants are [CH3:1][N:2]1[CH2:7][CH2:6][N:5]([C:8]([C:10]2[CH:15]=[CH:14][C:13]([N+:16]([O-])=O)=[CH:12][CH:11]=2)=[O:9])[CH2:4][CH2:3]1. The catalyst is CO.[Pd]. The product is [NH2:16][C:13]1[CH:12]=[CH:11][C:10]([C:8]([N:5]2[CH2:4][CH2:3][N:2]([CH3:1])[CH2:7][CH2:6]2)=[O:9])=[CH:15][CH:14]=1. The yield is 0.890. (2) The reactants are [Si:1]([O:8][CH2:9][CH2:10][N:11]1[CH:15]=[C:14]([N+:16]([O-])=O)[CH:13]=[N:12]1)([C:4]([CH3:7])([CH3:6])[CH3:5])([CH3:3])[CH3:2]. The catalyst is C(O)C. The product is [Si:1]([O:8][CH2:9][CH2:10][N:11]1[CH:15]=[C:14]([NH2:16])[CH:13]=[N:12]1)([C:4]([CH3:7])([CH3:5])[CH3:6])([CH3:3])[CH3:2]. The yield is 1.00. (3) The reactants are Cl[C:2]1[N:7]=[C:6]([NH:8][C:9]2[CH:13]=[C:12]([CH:14]3[CH2:16][CH2:15]3)[NH:11][N:10]=2)[C:5]([N+:17]([O-:19])=[O:18])=[CH:4][N:3]=1.[F:20][C:21]1[CH:26]=[CH:25][C:24]([C@@H:27]([NH2:29])[CH3:28])=[CH:23][CH:22]=1.CCN(C(C)C)C(C)C. The catalyst is CCCCO. The product is [CH:14]1([C:12]2[NH:11][N:10]=[C:9]([NH:8][C:6]3[C:5]([N+:17]([O-:19])=[O:18])=[CH:4][N:3]=[C:2]([NH:29][C@H:27]([C:24]4[CH:25]=[CH:26][C:21]([F:20])=[CH:22][CH:23]=4)[CH3:28])[N:7]=3)[CH:13]=2)[CH2:16][CH2:15]1. The yield is 0.600.